This data is from TCR-epitope binding with 47,182 pairs between 192 epitopes and 23,139 TCRs. The task is: Binary Classification. Given a T-cell receptor sequence (or CDR3 region) and an epitope sequence, predict whether binding occurs between them. The epitope is IVTDFSVIK. The TCR CDR3 sequence is CASSFTPGTGAPYSNQPQHF. Result: 0 (the TCR does not bind to the epitope).